This data is from NCI-60 drug combinations with 297,098 pairs across 59 cell lines. The task is: Regression. Given two drug SMILES strings and cell line genomic features, predict the synergy score measuring deviation from expected non-interaction effect. Drug 1: C1CCN(CC1)CCOC2=CC=C(C=C2)C(=O)C3=C(SC4=C3C=CC(=C4)O)C5=CC=C(C=C5)O. Drug 2: CCCS(=O)(=O)NC1=C(C(=C(C=C1)F)C(=O)C2=CNC3=C2C=C(C=N3)C4=CC=C(C=C4)Cl)F. Cell line: SK-MEL-28. Synergy scores: CSS=46.5, Synergy_ZIP=4.69, Synergy_Bliss=5.81, Synergy_Loewe=-1.21, Synergy_HSA=4.86.